From a dataset of Reaction yield outcomes from USPTO patents with 853,638 reactions. Predict the reaction yield, written as a fraction of the theoretical maximum amount of product (1.0 means a 100% yield; for example, 0.34 means a 34% yield). (1) The reactants are [F:1][C:2]([F:34])([F:33])[O:3][C:4]1[CH:9]=[CH:8][C:7]([N:10]2[CH:14]=[N:13][C:12]([C:15]3[CH:32]=[CH:31][C:18]([CH2:19][NH:20]C(=O)OCC4C=CC=CC=4)=[CH:17][CH:16]=3)=[N:11]2)=[CH:6][CH:5]=1.Br. The catalyst is C(OCC)C. The product is [F:34][C:2]([F:1])([F:33])[O:3][C:4]1[CH:5]=[CH:6][C:7]([N:10]2[CH:14]=[N:13][C:12]([C:15]3[CH:32]=[CH:31][C:18]([CH2:19][NH2:20])=[CH:17][CH:16]=3)=[N:11]2)=[CH:8][CH:9]=1. The yield is 0.920. (2) The reactants are [N:1]12[CH2:8][CH2:7][CH:4]([CH2:5][CH2:6]1)[C@@H:3]([OH:9])[CH2:2]2.[H-].[Na+].[CH3:12][CH:13]1[CH2:18][CH:17]([CH3:19])[CH2:16][N:15]([CH:20]([C:26]2[CH:31]=[CH:30][CH:29]=[CH:28][CH:27]=2)[C:21](OCC)=[O:22])[CH2:14]1. The catalyst is C1(C)C=CC=CC=1. The product is [CH3:12][CH:13]1[CH2:18][CH:17]([CH3:19])[CH2:16][N:15]([CH:20]([C:26]2[CH:27]=[CH:28][CH:29]=[CH:30][CH:31]=2)[C:21]([O:9][C@@H:3]2[CH:4]3[CH2:7][CH2:8][N:1]([CH2:6][CH2:5]3)[CH2:2]2)=[O:22])[CH2:14]1. The yield is 0.483. (3) The reactants are [NH:1]1[CH2:6][CH2:5][NH:4][CH2:3][CH2:2]1.Br[C:8]1[CH:13]=[CH:12][C:11]([CH3:14])=[CH:10][N:9]=1.C(=O)([O-])[O-].[K+].[K+]. The catalyst is O1CCOCC1. The product is [CH3:14][C:11]1[CH:12]=[CH:13][C:8]([N:1]2[CH2:6][CH2:5][NH:4][CH2:3][CH2:2]2)=[N:9][CH:10]=1. The yield is 0.790. (4) The reactants are F[C:2]1[N:9]=[CH:8][CH:7]=[C:6]([I:10])[C:3]=1[CH:4]=O.[NH2:11][NH2:12]. The product is [I:10][C:6]1[CH:7]=[CH:8][N:9]=[C:2]2[NH:11][N:12]=[CH:4][C:3]=12. The yield is 0.920. The catalyst is O1CCCC1. (5) The reactants are [NH2:1][C:2]1[CH:10]=[C:9]([O:11][CH3:12])[CH:8]=[C:7]([O:13][CH3:14])[C:3]=1[C:4]([NH2:6])=[O:5].[CH3:15][O:16][CH2:17][CH2:18][O:19][C:20]1[C:27]([CH3:28])=[CH:26][C:23]([CH:24]=O)=[CH:22][C:21]=1[CH3:29].OS([O-])=O.[Na+].CC1C=CC(S(O)(=O)=O)=CC=1. The catalyst is CN(C)C(=O)C. The product is [CH3:14][O:13][C:7]1[CH:8]=[C:9]([O:11][CH3:12])[CH:10]=[C:2]2[C:3]=1[C:4](=[O:5])[NH:6][C:24]([C:23]1[CH:26]=[C:27]([CH3:28])[C:20]([O:19][CH2:18][CH2:17][O:16][CH3:15])=[C:21]([CH3:29])[CH:22]=1)=[N:1]2. The yield is 0.430. (6) The reactants are [CH3:1][O:2][C:3]1[CH:8]=[C:7]([N:9]2[CH2:14][CH2:13][N:12]([CH3:15])[CH2:11][CH2:10]2)[CH:6]=[CH:5][C:4]=1[NH:16][C:17]1[N:18]=[CH:19][C:20]2[CH:26]=[CH:25][C:24](=[O:27])[N:23]([C:28]3[CH:29]=[C:30]([NH:34]C(=O)OC(C)(C)C)[CH:31]=[CH:32][CH:33]=3)[C:21]=2[N:22]=1.C(O)(C(F)(F)F)=O. The catalyst is C(Cl)Cl. The product is [NH2:34][C:30]1[CH:29]=[C:28]([N:23]2[C:21]3[N:22]=[C:17]([NH:16][C:4]4[CH:5]=[CH:6][C:7]([N:9]5[CH2:14][CH2:13][N:12]([CH3:15])[CH2:11][CH2:10]5)=[CH:8][C:3]=4[O:2][CH3:1])[N:18]=[CH:19][C:20]=3[CH:26]=[CH:25][C:24]2=[O:27])[CH:33]=[CH:32][CH:31]=1. The yield is 0.790. (7) The reactants are [Br:1][C:2]1[N:3]=[C:4]([NH:10][C:11]2[CH:12]=[N:13][C:14]([N:17]3[CH2:22][CH2:21][NH:20][CH2:19][CH2:18]3)=[CH:15][CH:16]=2)[C:5](=[O:9])[N:6]([CH3:8])[CH:7]=1.[O:23]1[CH2:26][C:25](=O)[CH2:24]1.[BH3-]C#N.[Na+]. The catalyst is CO.[Cl-].[Zn+2].[Cl-].C(OCC)C. The product is [Br:1][C:2]1[N:3]=[C:4]([NH:10][C:11]2[CH:12]=[N:13][C:14]([N:17]3[CH2:22][CH2:21][N:20]([CH:25]4[CH2:26][O:23][CH2:24]4)[CH2:19][CH2:18]3)=[CH:15][CH:16]=2)[C:5](=[O:9])[N:6]([CH3:8])[CH:7]=1. The yield is 0.640.